Dataset: NCI-60 drug combinations with 297,098 pairs across 59 cell lines. Task: Regression. Given two drug SMILES strings and cell line genomic features, predict the synergy score measuring deviation from expected non-interaction effect. (1) Drug 1: CC12CCC3C(C1CCC2=O)CC(=C)C4=CC(=O)C=CC34C. Drug 2: CC(CN1CC(=O)NC(=O)C1)N2CC(=O)NC(=O)C2. Cell line: 786-0. Synergy scores: CSS=47.9, Synergy_ZIP=-0.367, Synergy_Bliss=1.60, Synergy_Loewe=-20.5, Synergy_HSA=2.88. (2) Drug 1: CC1=CC2C(CCC3(C2CCC3(C(=O)C)OC(=O)C)C)C4(C1=CC(=O)CC4)C. Drug 2: CN1C2=C(C=C(C=C2)N(CCCl)CCCl)N=C1CCCC(=O)O.Cl. Cell line: SK-MEL-28. Synergy scores: CSS=-3.09, Synergy_ZIP=2.40, Synergy_Bliss=1.46, Synergy_Loewe=-4.02, Synergy_HSA=-2.89. (3) Drug 1: C#CCC(CC1=CN=C2C(=N1)C(=NC(=N2)N)N)C3=CC=C(C=C3)C(=O)NC(CCC(=O)O)C(=O)O. Drug 2: C1=NC2=C(N1)C(=S)N=CN2. Cell line: SK-MEL-5. Synergy scores: CSS=8.60, Synergy_ZIP=-7.40, Synergy_Bliss=-4.23, Synergy_Loewe=-1.72, Synergy_HSA=-2.90. (4) Drug 1: C1C(C(OC1N2C=NC3=C(N=C(N=C32)Cl)N)CO)O. Drug 2: C(=O)(N)NO. Cell line: UACC-257. Synergy scores: CSS=15.8, Synergy_ZIP=-1.56, Synergy_Bliss=2.78, Synergy_Loewe=-11.6, Synergy_HSA=1.37. (5) Drug 1: CN(C)C1=NC(=NC(=N1)N(C)C)N(C)C. Drug 2: C1CC(C1)(C(=O)O)C(=O)O.[NH2-].[NH2-].[Pt+2]. Cell line: NCIH23. Synergy scores: CSS=47.4, Synergy_ZIP=0.286, Synergy_Bliss=2.24, Synergy_Loewe=-23.5, Synergy_HSA=1.98. (6) Drug 1: C1=C(C(=O)NC(=O)N1)N(CCCl)CCCl. Drug 2: C1CNP(=O)(OC1)N(CCCl)CCCl. Synergy scores: CSS=75.2, Synergy_ZIP=9.65, Synergy_Bliss=7.54, Synergy_Loewe=-20.2, Synergy_HSA=9.12. Cell line: HL-60(TB).